Predict the reaction yield, written as a fraction of the theoretical maximum amount of product (1.0 means a 100% yield; for example, 0.34 means a 34% yield). From a dataset of Reaction yield outcomes from USPTO patents with 853,638 reactions. The reactants are [C:1](=[O:4])([O-])[O-].[K+].[K+].N([CH2:10][C@@H]1C[C@@H](SC(C2C=CC=CC=2)(C2C=CC=CC=2)C2C=CC=CC=2)CN1S(C1C=CC2C(=CC=CC=2)C=1)(=O)=O)=[N+]=[N-].C(CC(=O)C)(=O)C.[CH3:56][C:57]1[N:61]([CH2:62][C@@H:63]2[CH2:67][C@@H:66]([S:68]C(C3C=CC=CC=3)(C3C=CC=CC=3)C3C=CC=CC=3)[CH2:65][N:64]2[S:88]([C:91]2[CH:100]=[CH:99][C:98]3[C:93](=[CH:94][CH:95]=[CH:96][CH:97]=3)[CH:92]=2)(=[O:90])=[O:89])[N:60]=[N:59][C:58]=1C(=O)C.C(O)(C(F)(F)F)=O.C([SiH](CC)CC)C.C([O-])(O)=O.[Na+]. The catalyst is CS(C)=O.O.C(#N)C. The product is [SH:68][C@H:66]1[CH2:65][N:64]([S:88]([C:91]2[CH:100]=[CH:99][C:98]3[C:93](=[CH:94][CH:95]=[CH:96][CH:97]=3)[CH:92]=2)(=[O:89])=[O:90])[C@H:63]([CH2:62][N:61]2[C:57]([CH3:56])=[C:58]([C:1](=[O:4])[CH3:10])[N:59]=[N:60]2)[CH2:67]1. The yield is 0.660.